This data is from Reaction yield outcomes from USPTO patents with 853,638 reactions. The task is: Predict the reaction yield, written as a fraction of the theoretical maximum amount of product (1.0 means a 100% yield; for example, 0.34 means a 34% yield). (1) The reactants are [CH3:1][O:2][C:3]1[CH:4]=[C:5]2[C:10](=[CH:11][C:12]=1[OH:13])[N:9]=[CH:8][CH:7]=[C:6]2[O:14][C:15]1[C:16]([CH3:25])=[N:17][C:18]2[C:23]([CH:24]=1)=[CH:22][CH:21]=[CH:20][CH:19]=2.Br[CH2:27][CH2:28][CH2:29][Cl:30].C(=O)([O-])[O-].[K+].[K+].O. The catalyst is CN(C)C=O. The product is [Cl:30][CH2:29][CH2:28][CH2:27][O:13][C:12]1[CH:11]=[C:10]2[C:5]([C:6]([O:14][C:15]3[C:16]([CH3:25])=[N:17][C:18]4[C:23]([CH:24]=3)=[CH:22][CH:21]=[CH:20][CH:19]=4)=[CH:7][CH:8]=[N:9]2)=[CH:4][C:3]=1[O:2][CH3:1]. The yield is 0.830. (2) The reactants are [CH2:1]([O:8][C:9]1[CH:40]=[CH:39][C:12]([CH2:13][N:14]([CH2:35][CH2:36][CH2:37][CH3:38])[C:15](=[O:34])[CH2:16][O:17][C:18]2[CH:23]=[CH:22][C:21]([CH2:24][C@H:25]([O:31][CH2:32][CH3:33])[C:26]([O:28]CC)=[O:27])=[CH:20][CH:19]=2)=[CH:11][CH:10]=1)[C:2]1[CH:7]=[CH:6][CH:5]=[CH:4][CH:3]=1.[Li+].[OH-]. The catalyst is C(#N)C.O.[OH-].[K+]. The product is [CH2:1]([O:8][C:9]1[CH:40]=[CH:39][C:12]([CH2:13][N:14]([CH2:35][CH2:36][CH2:37][CH3:38])[C:15](=[O:34])[CH2:16][O:17][C:18]2[CH:23]=[CH:22][C:21]([CH2:24][C@H:25]([O:31][CH2:32][CH3:33])[C:26]([OH:28])=[O:27])=[CH:20][CH:19]=2)=[CH:11][CH:10]=1)[C:2]1[CH:7]=[CH:6][CH:5]=[CH:4][CH:3]=1. The yield is 0.630. (3) The reactants are [CH3:1][O:2][C:3](=[O:19])[CH2:4][P:5]([O:13][CH2:14][C:15]([F:18])([F:17])[F:16])([O:7][CH2:8][C:9]([F:12])([F:11])[F:10])=[O:6].C[Si]([N-][Si](C)(C)C)(C)C.[Na+].Br[CH2:31][C:32]([CH3:55])=[CH:33][CH2:34][C:35]1[C:43]([O:44][CH2:45][CH2:46][Si:47]([CH3:50])([CH3:49])[CH3:48])=[C:42]2[C:38]([CH2:39][O:40][C:41]2=[O:51])=[C:37]([CH3:52])[C:36]=1[O:53][CH3:54].[Cl-].[NH4+]. The catalyst is C1COCC1.CCOC(C)=O. The product is [CH3:1][O:2][C:3](=[O:19])[CH:4]([P:5]([O:7][CH2:8][C:9]([F:12])([F:10])[F:11])([O:13][CH2:14][C:15]([F:18])([F:16])[F:17])=[O:6])[CH2:31][C:32]([CH3:55])=[CH:33][CH2:34][C:35]1[C:43]([O:44][CH2:45][CH2:46][Si:47]([CH3:50])([CH3:48])[CH3:49])=[C:42]2[C:38](=[C:37]([CH3:52])[C:36]=1[O:53][CH3:54])[CH2:39][O:40][C:41]2=[O:51]. The yield is 0.480. (4) The reactants are [N:1]12[CH2:8][CH2:7][C:4]([C:9]([C:17]3[CH:22]=[CH:21][CH:20]=[CH:19][CH:18]=3)([C:11]3[CH:16]=[CH:15][CH:14]=[CH:13][CH:12]=3)[OH:10])([CH2:5][CH2:6]1)[CH2:3][CH2:2]2.[CH3:23][O:24][CH2:25][CH2:26][CH2:27][Br:28]. The catalyst is CC#N. The product is [Br-:28].[OH:10][C:9]([C:17]1[CH:22]=[CH:21][CH:20]=[CH:19][CH:18]=1)([C:11]1[CH:12]=[CH:13][CH:14]=[CH:15][CH:16]=1)[C:4]12[CH2:5][CH2:6][N+:1]([CH2:27][CH2:26][CH2:25][O:24][CH3:23])([CH2:2][CH2:3]1)[CH2:8][CH2:7]2. The yield is 0.860. (5) The reactants are [CH3:1][O:2][C:3]1[CH:4]=[C:5]([CH:11](O)[C:12]([O:14][CH2:15][C:16]2[CH:21]=[CH:20][CH:19]=[CH:18][CH:17]=2)=[O:13])[CH:6]=[CH:7][C:8]=1[O:9][CH3:10].C(N(CC)CC)C.S([Cl:34])(C)(=O)=O. The catalyst is C(Cl)Cl. The product is [Cl:34][CH:11]([C:5]1[CH:6]=[CH:7][C:8]([O:9][CH3:10])=[C:3]([O:2][CH3:1])[CH:4]=1)[C:12]([O:14][CH2:15][C:16]1[CH:21]=[CH:20][CH:19]=[CH:18][CH:17]=1)=[O:13]. The yield is 0.560.